From a dataset of NCI-60 drug combinations with 297,098 pairs across 59 cell lines. Regression. Given two drug SMILES strings and cell line genomic features, predict the synergy score measuring deviation from expected non-interaction effect. (1) Drug 1: CC(CN1CC(=O)NC(=O)C1)N2CC(=O)NC(=O)C2. Drug 2: C1=NC2=C(N=C(N=C2N1C3C(C(C(O3)CO)O)O)F)N. Cell line: U251. Synergy scores: CSS=29.1, Synergy_ZIP=-5.10, Synergy_Bliss=0.181, Synergy_Loewe=0.229, Synergy_HSA=0.315. (2) Drug 1: C1=CC=C(C=C1)NC(=O)CCCCCCC(=O)NO. Drug 2: C1CCC(C(C1)N)N.C(=O)(C(=O)[O-])[O-].[Pt+4]. Cell line: PC-3. Synergy scores: CSS=22.7, Synergy_ZIP=-2.70, Synergy_Bliss=5.50, Synergy_Loewe=4.30, Synergy_HSA=5.92. (3) Drug 1: C1=C(C(=O)NC(=O)N1)F. Drug 2: CC12CCC3C(C1CCC2O)C(CC4=C3C=CC(=C4)O)CCCCCCCCCS(=O)CCCC(C(F)(F)F)(F)F. Cell line: MDA-MB-231. Synergy scores: CSS=14.0, Synergy_ZIP=-6.04, Synergy_Bliss=-2.08, Synergy_Loewe=-1.04, Synergy_HSA=-0.480. (4) Drug 1: CC1OCC2C(O1)C(C(C(O2)OC3C4COC(=O)C4C(C5=CC6=C(C=C35)OCO6)C7=CC(=C(C(=C7)OC)O)OC)O)O. Drug 2: CS(=O)(=O)OCCCCOS(=O)(=O)C. Cell line: ACHN. Synergy scores: CSS=66.5, Synergy_ZIP=-8.74, Synergy_Bliss=-4.19, Synergy_Loewe=-2.55, Synergy_HSA=0.742. (5) Drug 1: CC12CCC3C(C1CCC2O)C(CC4=C3C=CC(=C4)O)CCCCCCCCCS(=O)CCCC(C(F)(F)F)(F)F. Drug 2: C1CN(CCN1C(=O)CCBr)C(=O)CCBr. Cell line: MCF7. Synergy scores: CSS=19.6, Synergy_ZIP=-4.19, Synergy_Bliss=-4.83, Synergy_Loewe=-5.72, Synergy_HSA=-1.08.